This data is from Experimentally validated miRNA-target interactions with 360,000+ pairs, plus equal number of negative samples. The task is: Binary Classification. Given a miRNA mature sequence and a target amino acid sequence, predict their likelihood of interaction. (1) The miRNA is mmu-miR-7b-5p with sequence UGGAAGACUUGUGAUUUUGUUGUU. The protein sequence of the target gene is MAMVSAMSWALYLWISACAMLLCHGSLQHTFQQHHLHRPEGGTCEVIAAHRCCNKNRIEERSQTVKCSCLPGKVAGTTRNRPSCVDASIVIGKWWCEMEPCLEGEECKTLPDNSGWMCATGNKIKTTRIHPRT. Result: 1 (interaction). (2) The miRNA is hsa-miR-5579-3p with sequence UUAGCUUAAGGAGUACCAGAUC. The protein sequence of the target gene is MAAQNGNTSFTPNFNPPQDHASSLSFNFSYGDYDLPMDEDEDMTKTRTFFAAKIVIGIALAGIMLVCGIGNFVFIAALTRYKKLRNLTNLLIANLAISDFLVAIICCPFEMDYYVVRQLSWEHGHVLCASVNYLRTVSLYVSTNALLAIAIDRYLAIVHPLKPRMNYQTASFLIALVWMVSILIAIPSAYFATETVLFIVKSQEKIFCGQIWPVDQQLYYKSYFLFIFGVEFVGPVVTMTLCYARISRELWFKAVPGFQTEQIRKRLRCRRKTVLVLMCILTAYVLCWAPFYGFTIVRDF.... Result: 0 (no interaction). (3) The miRNA is hsa-miR-6752-3p with sequence UCCCUGCCCCCAUACUCCCAG. The protein sequence of the target gene is MPNWGGGAKCGACEKTVYHAEEIQCNGRSFHKTCFHCMACRKALDSTTVAAHESEIYCKVCYGRRYGPKGIGYGQGAGCLSTDTGEHLGLQFQQSPKPARSVTTSNPSKFTAKFGESEKCPRCGKSVYAAEKVMGGGKPWHKTCFRCAICGKSLESTNVTDKDGELYCKVCYAKNFGPTGIGFGGLTQQVEKKE. Result: 0 (no interaction). (4) The miRNA is mmu-miR-30b-3p with sequence CUGGGAUGUGGAUGUUUACGUC. The protein sequence of the target gene is MMYRTVGFGTRSRNLKPWMIAVLIVLSLTVVAVTIGLLVHFLVFDQKKEYYHGSFKILDPQINNNFGQSNTYQLKDLRETTENLVSQVDEIFIDSAWKKNYIKNQVVRLTPEEDGVKVDVIMVFQFPSTEQRAVREKKIQSILNQKIRNLRALPINASSVQVNAMSSSTGELTVQASCGKRVVPLNVNRIASGVIAPKAAWPWQASLQYDNIHQCGATLISNTWLVTAAHCFQKYKNPHQWTVSFGTKINPPLMKRNVRRFIIHEKYRSAAREYDIAVVQVSSRVTFSDDIRRICLPEAS.... Result: 0 (no interaction). (5) The miRNA is hsa-miR-6872-3p with sequence CCCAUGCCUCCUGCCGCGGUC. The protein sequence of the target gene is MGCDRNCGLIAGAVIGAVLAVFGGILMPVGDLLIQKTIKKQVVLEEGTIAFKNWVKTGTEVYRQFWIFDVQNPQEVMMNSSNIQVKQRGPYTYRVRFLAKENVTQDAEDNTVSFLQPNGAIFEPSLSVGTEADNFTVLNLAVAAASHIYQNQFVQMILNSLINKSKSSMFQVRTLRELLWGYRDPFLSLVPYPVTTTVGLFYPYNNTADGVYKVFNGKDNISKVAIIDTYKGKRNLSYWESHCDMINGTDAASFPPFVEKSQVLQFFSSDICRSIYAVFESDVNLKGIPVYRFVLPSKAF.... Result: 1 (interaction). (6) The miRNA is hsa-miR-485-5p with sequence AGAGGCUGGCCGUGAUGAAUUC. The protein sequence of the target gene is MRSRKLTGAVRSSARLKARSCSAARLASAQEVAGSTSAKTACLTSSSHKATDTRTSKKFKCDKGHLVKSELQKLVPKNDSASLPKVTPETPCENEFAEGSALLPGSEAGVSVQQGAASLPLGGCRVVSDSRLAKTRDGLSVPKHSAGSGAEESNSSSTVQKQNEPGLQTEDVQKPPLQMDNSVFLDDDSNQPMPVSRFFGNVELMQDLPPASSSCPSMSRREFRKMHFRAKDDDDDDDDDAEM. Result: 1 (interaction). (7) The protein sequence of the target gene is MADFLPSRSVLSVCFPGCLLTSGEAEQQRKSKEIDKCLSREKTYVKRLVKILLLGAGESGKSTFLKQMRIIHGQDFDQRAREEFRPTIYSNVIKGMRVLVDAREKLHIPWGDNSNQQHGDKMMSFDTRAPMAAQGMVETRVFLQYLPAIRALWADSGIQNAYDRRREFQLGESVKYFLDNLDKLGEPDYIPSQQDILLARRPTKGIHEYDFEIKNVPFKMVDVGGQRSERKRWFECFDSVTSILFLVSSSEFDQVLMEDRLTNRLTESLNIFETIVNNRVFSNVSIILFLNKTDLLEEKV.... The miRNA is hsa-miR-3924 with sequence AUAUGUAUAUGUGACUGCUACU. Result: 1 (interaction).